Dataset: Peptide-MHC class II binding affinity with 134,281 pairs from IEDB. Task: Regression. Given a peptide amino acid sequence and an MHC pseudo amino acid sequence, predict their binding affinity value. This is MHC class II binding data. (1) The peptide sequence is GMTGCGNTPIFKSGR. The MHC is DRB1_1101 with pseudo-sequence DRB1_1101. The binding affinity (normalized) is 0. (2) The peptide sequence is VSVDCSEYPKPDCTA. The MHC is DRB1_1101 with pseudo-sequence DRB1_1101. The binding affinity (normalized) is 0. (3) The peptide sequence is KIPKKASEGAVDIIN. The MHC is HLA-DQA10501-DQB10301 with pseudo-sequence HLA-DQA10501-DQB10301. The binding affinity (normalized) is 0.515. (4) The peptide sequence is LENDNQLLYNYPGAL. The MHC is DRB1_0404 with pseudo-sequence DRB1_0404. The binding affinity (normalized) is 0.418. (5) The peptide sequence is AIPKVPPGPNITATY. The MHC is HLA-DPA10201-DPB10501 with pseudo-sequence HLA-DPA10201-DPB10501. The binding affinity (normalized) is 0. (6) The peptide sequence is KTTRPFKVIIKPPVP. The MHC is DRB1_0101 with pseudo-sequence DRB1_0101. The binding affinity (normalized) is 0.661.